The task is: Predict the reactants needed to synthesize the given product.. This data is from Full USPTO retrosynthesis dataset with 1.9M reactions from patents (1976-2016). Given the product [F:1][C:2]1[CH:3]=[CH:4][C:5]([O:41][CH3:42])=[C:6]([C:8]2[CH:13]=[CH:12][N:11]=[C:10]3[NH:14][C:15]([C:17]4[CH2:31][CH:20]5[CH2:21][N:22]([C:24]([O:26][C:27]([CH3:28])([CH3:29])[CH3:30])=[O:25])[CH2:23][CH:19]5[CH:18]=4)=[CH:16][C:9]=23)[CH:7]=1, predict the reactants needed to synthesize it. The reactants are: [F:1][C:2]1[CH:3]=[CH:4][C:5]([O:41][CH3:42])=[C:6]([C:8]2[CH:13]=[CH:12][N:11]=[C:10]3[N:14](S(C4C=CC=CC=4)(=O)=O)[C:15]([C:17]4[CH2:31][CH:20]5[CH2:21][N:22]([C:24]([O:26][C:27]([CH3:30])([CH3:29])[CH3:28])=[O:25])[CH2:23][CH:19]5[CH:18]=4)=[CH:16][C:9]=23)[CH:7]=1.[OH-].[Na+].